From a dataset of NCI-60 drug combinations with 297,098 pairs across 59 cell lines. Regression. Given two drug SMILES strings and cell line genomic features, predict the synergy score measuring deviation from expected non-interaction effect. Drug 1: C1=NC2=C(N=C(N=C2N1C3C(C(C(O3)CO)O)O)F)N. Drug 2: CC1=C2C(C(=O)C3(C(CC4C(C3C(C(C2(C)C)(CC1OC(=O)C(C(C5=CC=CC=C5)NC(=O)OC(C)(C)C)O)O)OC(=O)C6=CC=CC=C6)(CO4)OC(=O)C)O)C)O. Cell line: HL-60(TB). Synergy scores: CSS=51.2, Synergy_ZIP=1.72, Synergy_Bliss=0.918, Synergy_Loewe=-3.78, Synergy_HSA=-6.13.